This data is from Reaction yield outcomes from USPTO patents with 853,638 reactions. The task is: Predict the reaction yield, written as a fraction of the theoretical maximum amount of product (1.0 means a 100% yield; for example, 0.34 means a 34% yield). (1) The reactants are C([O:5][C:6](=[O:44])[CH:7]([NH:36]C(OC(C)(C)C)=O)[CH2:8][CH2:9][C:10]([O:12][CH2:13][C:14]1[CH:19]=[CH:18][C:17]([NH:20][C:21]2[N:26]=[C:25]([NH2:27])[N:24]=[C:23]([C:28]3[CH:33]=[C:32]([Cl:34])[CH:31]=[CH:30][C:29]=3[CH3:35])[N:22]=2)=[CH:16][CH:15]=1)=[O:11])(C)(C)C.C(O)(=O)C.ClCCl.Cl. The catalyst is O1CCOCC1.C(OCC)(=O)C. The product is [NH2:27][C:25]1[N:24]=[C:23]([C:28]2[CH:33]=[C:32]([Cl:34])[CH:31]=[CH:30][C:29]=2[CH3:35])[N:22]=[C:21]([NH:20][C:17]2[CH:16]=[CH:15][C:14]([CH2:13][O:12][C:10](=[O:11])[CH2:9][CH2:8][C@H:7]([NH2:36])[C:6]([OH:44])=[O:5])=[CH:19][CH:18]=2)[N:26]=1. The yield is 0.750. (2) The reactants are [OH:1][N:2]1[C:6](=[O:7])[C:5]2=[CH:8][CH:9]=[CH:10][CH:11]=[C:4]2[C:3]1=[O:12].C([O-])([O-])=O.[K+].[K+].Br[CH2:20][C:21]([O:23][C:24]([CH3:27])([CH3:26])[CH3:25])=[O:22]. The catalyst is CN(C=O)C. The product is [O:7]=[C:6]1[C:5]2[CH:8]=[CH:9][CH:10]=[CH:11][C:4]=2[C:3](=[O:12])[N:2]1[O:1][CH2:20][C:21]([O:23][C:24]([CH3:27])([CH3:26])[CH3:25])=[O:22]. The yield is 0.710. (3) The reactants are C(P1(=O)OP(CCC)(=O)OP(CCC)(=O)O1)CC.[C:19]([O:23][C:24]([N:26]1[CH2:35][CH2:34][C:33]2[N:32]=[C:31]([O:36][CH3:37])[CH:30]=[CH:29][C:28]=2[CH:27]1[C:38]([OH:40])=O)=[O:25])([CH3:22])([CH3:21])[CH3:20].[F:41][C:42]1[CH:43]=[C:44]([CH:46]=[C:47]([F:53])[C:48]=1[Si:49]([CH3:52])([CH3:51])[CH3:50])[NH2:45].CCN(C(C)C)C(C)C. The catalyst is CN(C1C=CN=CC=1)C.C(OCC)(=O)C.O. The product is [F:53][C:47]1[CH:46]=[C:44]([NH:45][C:38]([CH:27]2[N:26]([C:24]([O:23][C:19]([CH3:20])([CH3:22])[CH3:21])=[O:25])[CH2:35][CH2:34][C:33]3[N:32]=[C:31]([O:36][CH3:37])[CH:30]=[CH:29][C:28]2=3)=[O:40])[CH:43]=[C:42]([F:41])[C:48]=1[Si:49]([CH3:50])([CH3:51])[CH3:52]. The yield is 0.800.